This data is from Tyrosyl-DNA phosphodiesterase HTS with 341,365 compounds. The task is: Binary Classification. Given a drug SMILES string, predict its activity (active/inactive) in a high-throughput screening assay against a specified biological target. (1) The drug is N=1C(Cc2c(C1C)cccc2)(C)C. The result is 0 (inactive). (2) The compound is Brc1cc(C(=O)NNS(=O)(=O)c2c([N+]([O-])=O)cccc2)ccc1. The result is 0 (inactive).